Dataset: Forward reaction prediction with 1.9M reactions from USPTO patents (1976-2016). Task: Predict the product of the given reaction. (1) Given the reactants C[O:2][C:3](=[O:24])[C:4]1[CH:9]=[C:8]([C:10]2[S:11][CH:12]=[C:13]([C:15]3[CH:20]=[CH:19][C:18]([Cl:21])=[C:17]([Cl:22])[CH:16]=3)[N:14]=2)[CH:7]=[CH:6][C:5]=1Br.[F:25][C:26]1[CH:31]=[CH:30][CH:29]=[CH:28][C:27]=1B(O)O, predict the reaction product. The product is: [Cl:22][C:17]1[CH:16]=[C:15]([C:13]2[N:14]=[C:10]([C:8]3[CH:9]=[C:4]([C:3]([OH:2])=[O:24])[C:5]([C:27]4[CH:28]=[CH:29][CH:30]=[CH:31][C:26]=4[F:25])=[CH:6][CH:7]=3)[S:11][CH:12]=2)[CH:20]=[CH:19][C:18]=1[Cl:21]. (2) Given the reactants O.Cl.[N+:3]([C:6]1[CH:11]=[CH:10][C:9]([O:12][C:13]2[CH:18]=[CH:17][C:16]([O:19][C:20]([F:23])([F:22])[F:21])=[CH:15][CH:14]=2)=[C:8]([C:24]([F:27])([F:26])[F:25])[CH:7]=1)([O-])=O.O.C(=O)(O)[O-].[Na+], predict the reaction product. The product is: [F:21][C:20]([F:22])([F:23])[O:19][C:16]1[CH:17]=[CH:18][C:13]([O:12][C:9]2[CH:10]=[CH:11][C:6]([NH2:3])=[CH:7][C:8]=2[C:24]([F:25])([F:26])[F:27])=[CH:14][CH:15]=1.